Dataset: Reaction yield outcomes from USPTO patents with 853,638 reactions. Task: Predict the reaction yield, written as a fraction of the theoretical maximum amount of product (1.0 means a 100% yield; for example, 0.34 means a 34% yield). (1) The reactants are [Br:1][C:2]1[CH:3]=[C:4]2[C:9](=[CH:10][CH:11]=1)[C:8](=[O:12])[N:7]([CH2:13][CH:14]1[CH2:16][CH2:15]1)[C:6]([CH2:17]Cl)=[C:5]2[O:19][CH2:20][CH2:21][CH2:22][CH3:23].[C:24]1(=[O:34])[NH:28][C:27](=[O:29])[C:26]2=[CH:30][CH:31]=[CH:32][CH:33]=[C:25]12.[K].O. The catalyst is CN(C)C=O. The product is [Br:1][C:2]1[CH:3]=[C:4]2[C:9](=[CH:10][CH:11]=1)[C:8](=[O:12])[N:7]([CH2:13][CH:14]1[CH2:16][CH2:15]1)[C:6]([CH2:17][N:28]1[C:24](=[O:34])[C:25]3[C:26](=[CH:30][CH:31]=[CH:32][CH:33]=3)[C:27]1=[O:29])=[C:5]2[O:19][CH2:20][CH2:21][CH2:22][CH3:23]. The yield is 0.947. (2) The product is [CH2:14]([O:16][C:17](=[O:36])[CH2:18][CH2:19][C:20]1[CH:25]=[CH:24][CH:23]=[C:22]([N:26]2[C:30]([NH:31][C:11]([C:2]3[CH:3]=[CH:4][C:5]4[C:10](=[CH:9][CH:8]=[CH:7][CH:6]=4)[CH:1]=3)=[O:13])=[CH:29][C:28]([C:32]([CH3:35])([CH3:34])[CH3:33])=[N:27]2)[CH:21]=1)[CH3:15]. The yield is 0.380. The reactants are [CH:1]1[C:10]2[C:5](=[CH:6][CH:7]=[CH:8][CH:9]=2)[CH:4]=[CH:3][C:2]=1[C:11]([OH:13])=O.[CH2:14]([O:16][C:17](=[O:36])[CH2:18][CH2:19][C:20]1[CH:25]=[CH:24][CH:23]=[C:22]([N:26]2[C:30]([NH2:31])=[CH:29][C:28]([C:32]([CH3:35])([CH3:34])[CH3:33])=[N:27]2)[CH:21]=1)[CH3:15]. The catalyst is O=S(Cl)Cl.C(Cl)Cl. (3) The reactants are [F:1][C:2]1[C:25]([O:26][CH3:27])=[CH:24][CH:23]=[C:22]([F:28])[C:3]=1[CH2:4][O:5][C:6]1[C:7]2[N:8]([C:13]([C:17]([O:19]CC)=[O:18])=[C:14]([CH3:16])[N:15]=2)[CH:9]=[C:10]([CH3:12])[CH:11]=1.[OH-].[Na+].Cl. The catalyst is O1CCOCC1. The product is [F:1][C:2]1[C:25]([O:26][CH3:27])=[CH:24][CH:23]=[C:22]([F:28])[C:3]=1[CH2:4][O:5][C:6]1[C:7]2[N:8]([C:13]([C:17]([OH:19])=[O:18])=[C:14]([CH3:16])[N:15]=2)[CH:9]=[C:10]([CH3:12])[CH:11]=1. The yield is 0.520. (4) The catalyst is C1COCC1. The yield is 0.470. The product is [CH2:29]([O:31][C:32](=[O:54])[C:33]([CH3:53])([CH3:52])[CH2:34][CH2:35][CH2:36][CH2:37][C:38](=[CH2:1])[CH2:39][CH2:40][CH2:41][CH2:42][C:43]([CH3:50])([CH3:49])[C:44]([O:46][CH2:47][CH3:48])=[O:45])[CH3:30]. The reactants are [C:1]1([Li])C=CC=CC=1.[I-].C[P+](C1C=CC=CC=1)(C1C=CC=CC=1)C1C=CC=CC=1.[CH2:29]([O:31][C:32](=[O:54])[C:33]([CH3:53])([CH3:52])[CH2:34][CH2:35][CH2:36][CH2:37][C:38](=O)[CH2:39][CH2:40][CH2:41][CH2:42][C:43]([CH3:50])([CH3:49])[C:44]([O:46][CH2:47][CH3:48])=[O:45])[CH3:30]. (5) The reactants are [CH2:1]([OH:10])[CH2:2][O:3][CH2:4][CH2:5][O:6][CH2:7][CH2:8][OH:9].[H-].[Na+].Br[CH:14](O)[CH2:15][CH3:16].C(OCC)(=O)C. The catalyst is O1CCCC1. The product is [CH2:14]([O:10][CH2:1][CH2:2][O:3][CH2:4][CH2:5][O:6][CH2:7][CH2:8][OH:9])[CH2:15][CH3:16]. The yield is 0.180. (6) No catalyst specified. The reactants are Cl[CH2:2][CH2:3][N:4]([CH2:19][CH2:20]Cl)[C:5]1[C:6]([CH3:18])=[C:7]([CH3:17])[C:8]2[O:12][C:11]([CH3:14])([CH3:13])[CH2:10][C:9]=2[C:15]=1[CH3:16].[CH3:22][N:23]1[C:27]([NH2:28])=[CH:26][CH:25]=[N:24]1. The product is [CH3:22][N:23]1[C:27]([N:28]2[CH2:20][CH2:19][N:4]([C:5]3[C:6]([CH3:18])=[C:7]([CH3:17])[C:8]4[O:12][C:11]([CH3:14])([CH3:13])[CH2:10][C:9]=4[C:15]=3[CH3:16])[CH2:3][CH2:2]2)=[CH:26][CH:25]=[N:24]1. The yield is 0.0400. (7) The reactants are Cl[C:2]1[C:7]([N+:8]([O-:10])=[O:9])=[CH:6][CH:5]=[C:4]([Cl:11])[N:3]=1.[NH2:12][C:13]1[CH:18]=[CH:17][CH:16]=[CH:15][CH:14]=1.CCN(C(C)C)C(C)C. The catalyst is C1COCC1. The product is [Cl:11][C:4]1[N:3]=[C:2]([NH:12][C:13]2[CH:18]=[CH:17][CH:16]=[CH:15][CH:14]=2)[C:7]([N+:8]([O-:10])=[O:9])=[CH:6][CH:5]=1. The yield is 0.740. (8) The reactants are C(OC(=O)[NH:7][CH:8]([C:11](=[O:35])[NH:12][CH:13]1[CH2:18][CH2:17][CH2:16][CH:15]([N:19]2[C:28]3[CH:27]=[CH:26][CH:25]=[C:24]([Cl:29])[C:23]=3[C:22]3=[N:30][O:31][C:32]([CH3:33])=[C:21]3[C:20]2=[O:34])[CH2:14]1)[CH2:9][OH:10])(C)(C)C. The catalyst is C(O)(C(F)(F)F)=O.C(Cl)Cl. The product is [NH2:7][CH:8]([CH2:9][OH:10])[C:11]([NH:12][CH:13]1[CH2:18][CH2:17][CH2:16][CH:15]([N:19]2[C:28]3[CH:27]=[CH:26][CH:25]=[C:24]([Cl:29])[C:23]=3[C:22]3=[N:30][O:31][C:32]([CH3:33])=[C:21]3[C:20]2=[O:34])[CH2:14]1)=[O:35]. The yield is 0.500. (9) The product is [F:18][C:19]([F:32])([F:31])[S:20]([O:11][C:6]1[CH2:5][CH:4]([CH:1]([CH3:3])[CH3:2])[CH2:9][C:8](=[O:10])[CH:7]=1)(=[O:22])=[O:21]. The yield is 0.730. The reactants are [CH:1]([CH:4]1[CH2:9][C:8](=[O:10])[CH2:7][C:6](=[O:11])[CH2:5]1)([CH3:3])[CH3:2].C(=O)([O-])[O-].[Na+].[Na+].[F:18][C:19]([F:32])([F:31])[S:20](O[S:20]([C:19]([F:32])([F:31])[F:18])(=[O:22])=[O:21])(=[O:22])=[O:21]. The catalyst is C(Cl)Cl. (10) The reactants are [Cl:1][C:2]1[CH:7]=[CH:6][C:5]([N:8]2[C:17](=[O:18])[C:16]3[C:11](=[C:12]([I:23])[C:13]([NH:19][C:20](=[O:22])[CH3:21])=[CH:14][CH:15]=3)[N:10]=[C:9]2[CH:24]([CH3:26])[CH3:25])=[CH:4][CH:3]=1.C(=O)([O-])[O-].[Cs+].[Cs+].Br[CH2:34][CH2:35][CH:36]=[C:37]([CH3:39])[CH3:38]. The catalyst is CN(C=O)C.O. The product is [Cl:1][C:2]1[CH:3]=[CH:4][C:5]([N:8]2[C:17](=[O:18])[C:16]3[C:11](=[C:12]([I:23])[C:13]([N:19]([CH2:34][CH2:35][CH:36]=[C:37]([CH3:39])[CH3:38])[C:20](=[O:22])[CH3:21])=[CH:14][CH:15]=3)[N:10]=[C:9]2[CH:24]([CH3:26])[CH3:25])=[CH:6][CH:7]=1. The yield is 0.770.